Task: Predict the reactants needed to synthesize the given product.. Dataset: Full USPTO retrosynthesis dataset with 1.9M reactions from patents (1976-2016) The reactants are: Cl[CH2:2][CH2:3][C:4]1[CH:13]=[CH:12][C:7]([C:8]([O:10][CH3:11])=[O:9])=[CH:6][CH:5]=1.[I-:14].[K+]. Given the product [I:14][CH2:2][CH2:3][C:4]1[CH:13]=[CH:12][C:7]([C:8]([O:10][CH3:11])=[O:9])=[CH:6][CH:5]=1, predict the reactants needed to synthesize it.